From a dataset of Forward reaction prediction with 1.9M reactions from USPTO patents (1976-2016). Predict the product of the given reaction. (1) Given the reactants [NH2:1][C:2]1[N:11]=[C:10]2[C:5]([C:6]([NH:24][C@H:25]([CH3:28])[CH2:26][OH:27])=[N:7][C:8]([S:12]([CH2:15][C:16]3C=C[CH:19]=[C:18](F)[C:17]=3F)(=O)=O)=[N:9]2)=[N:4][CH:3]=1.[S:29]1C=CC=C1S.CC(C)([O-])C.[K+], predict the reaction product. The product is: [NH2:1][C:2]1[N:11]=[C:10]2[C:5]([C:6]([NH:24][C@H:25]([CH3:28])[CH2:26][OH:27])=[N:7][C:8]([S:12][CH2:15][C:16]3[S:29][CH:19]=[CH:18][CH:17]=3)=[N:9]2)=[N:4][CH:3]=1. (2) Given the reactants C1(C)C=CC=CC=1.C(=O)([O-])[O-].[Na+].[Na+].[CH3:14][O:15][C:16](=[O:34])[C:17]1[CH:22]=[C:21]([Cl:23])[CH:20]=[CH:19][C:18]=1[NH:24][C:25]([C:27]1[CH:32]=[CH:31][CH:30]=[C:29](I)[CH:28]=1)=[O:26].[N:35]1[C:44]2[C:39](=[CH:40][CH:41]=[CH:42][CH:43]=2)[CH:38]=[C:37](B(O)O)[CH:36]=1, predict the reaction product. The product is: [Cl:23][C:21]1[CH:20]=[CH:19][C:18]([NH:24][C:25]([C:27]2[CH:32]=[CH:31][CH:30]=[C:29]([C:37]3[CH:36]=[N:35][C:44]4[C:39]([CH:38]=3)=[CH:40][CH:41]=[CH:42][CH:43]=4)[CH:28]=2)=[O:26])=[C:17]([CH:22]=1)[C:16]([O:15][CH3:14])=[O:34].